The task is: Predict which catalyst facilitates the given reaction.. This data is from Catalyst prediction with 721,799 reactions and 888 catalyst types from USPTO. Reactant: C([O:8][C:9]1[C:10](=[O:20])[CH:11]=[C:12]([CH:17]([F:19])[F:18])[N:13]([CH2:15][CH3:16])[CH:14]=1)C1C=CC=CC=1.[H][H]. The catalyst class is: 19. Product: [F:19][CH:17]([F:18])[C:12]1[N:13]([CH2:15][CH3:16])[CH:14]=[C:9]([OH:8])[C:10](=[O:20])[CH:11]=1.